This data is from Reaction yield outcomes from USPTO patents with 853,638 reactions. The task is: Predict the reaction yield, written as a fraction of the theoretical maximum amount of product (1.0 means a 100% yield; for example, 0.34 means a 34% yield). (1) The reactants are F[C:2]1[N:26]=[CH:25][C:5]2[N:6]=[CH:7][N:8]=[C:9]([NH:10][C:11]3[CH:16]=[CH:15][C:14]([O:17][C:18]4[CH:19]=[N:20][CH:21]=[CH:22][CH:23]=4)=[C:13]([CH3:24])[CH:12]=3)[C:4]=2[CH:3]=1.C(OC(=O)[NH:33][CH:34]1[CH:39]2[CH:35]1[CH2:36][NH:37][CH2:38]2)(C)(C)C. The catalyst is C(O)C.C(Cl)(Cl)Cl. The product is [NH2:33][CH:34]1[CH:39]2[CH:35]1[CH2:36][N:37]([C:2]1[N:26]=[CH:25][C:5]3[N:6]=[CH:7][N:8]=[C:9]([NH:10][C:11]4[CH:16]=[CH:15][C:14]([O:17][C:18]5[CH:19]=[N:20][CH:21]=[CH:22][CH:23]=5)=[C:13]([CH3:24])[CH:12]=4)[C:4]=3[CH:3]=1)[CH2:38]2. The yield is 0.430. (2) The reactants are [Cl:1][C:2]1[CH:7]=[CH:6][C:5]([C:8]2([NH2:16])[CH2:13][CH2:12][NH:11][CH2:10][C:9]2([CH3:15])[CH3:14])=[CH:4][CH:3]=1.[NH:17]([C:25]([O:27][C:28]([CH3:31])([CH3:30])[CH3:29])=[O:26])[C@@H:18]([C:22](O)=[O:23])[CH:19]([CH3:21])[CH3:20].C1C=CC2N(O)N=NC=2C=1.C(N(CC)CC)C.C(Cl)CCl. The catalyst is ClCCl. The product is [NH2:16][C:8]1([C:5]2[CH:6]=[CH:7][C:2]([Cl:1])=[CH:3][CH:4]=2)[CH2:13][CH2:12][N:11]([C:22](=[O:23])[C@H:18]([NH:17][C:25](=[O:26])[O:27][C:28]([CH3:31])([CH3:30])[CH3:29])[CH:19]([CH3:21])[CH3:20])[CH2:10][C:9]1([CH3:14])[CH3:15]. The yield is 0.940. (3) The reactants are [H-].[Na+].[C:3]([O:7][CH3:8])(=[O:6])[CH2:4][OH:5].[CH2:9](Br)[CH:10]=[CH2:11].[NH4+].[Cl-]. The catalyst is CN(C=O)C. The product is [CH2:11]([O:5][CH2:4][C:3]([O:7][CH3:8])=[O:6])[CH:10]=[CH2:9]. The yield is 0.530. (4) The product is [OH:29][C:21]1([C:19]#[C:20][C:9]2[CH:18]=[CH:17][CH:16]=[CH:15][C:10]=2[C:11]([O:13][CH3:14])=[O:12])[C:26](=[CH2:27])[CH:25]2[CH2:28][CH:22]1[CH2:23][CH2:24]2. The yield is 0.330. The reactants are C1(C)C=CC=CC=1.I[C:9]1[CH:18]=[CH:17][CH:16]=[CH:15][C:10]=1[C:11]([O:13][CH3:14])=[O:12].[C:19]([C:21]1([OH:29])[C:26](=[CH2:27])[CH:25]2[CH2:28][CH:22]1[CH2:23][CH2:24]2)#[CH:20].C(NC(C)C)(C)C. The catalyst is [Cu]I.Cl[Pd](Cl)([P](C1C=CC=CC=1)(C1C=CC=CC=1)C1C=CC=CC=1)[P](C1C=CC=CC=1)(C1C=CC=CC=1)C1C=CC=CC=1.O. (5) The reactants are [OH-].[K+].[CH3:3][O:4][C:5]1[CH:13]=[CH:12][CH:11]=[C:10]2[C:6]=1[C:7]([NH2:14])=[N:8][NH:9]2.Cl[CH2:16][C:17]1[CH:18]=[C:19]([CH:22]=[CH:23][CH:24]=1)[C:20]#[N:21].O. The catalyst is CS(C)=O.C1CCCCC1.C(OCC)(=O)C. The product is [NH2:14][C:7]1[C:6]2[C:10](=[CH:11][CH:12]=[CH:13][C:5]=2[O:4][CH3:3])[N:9]([CH2:16][C:17]2[CH:18]=[C:19]([CH:22]=[CH:23][CH:24]=2)[C:20]#[N:21])[N:8]=1. The yield is 0.590. (6) The reactants are FCS([C:6]1[CH:11]=[C:10]([S:12]([CH2:15]F)(=[O:14])=[O:13])[CH:9]=[CH:8][CH:7]=1)(=O)=O.[Cl:17][C:18]1[CH:19]=[C:20]([CH:23]=[C:24]([Cl:26])[CH:25]=1)[CH2:21][NH2:22].[CH:27]([N:30](CC)[CH:31]([CH3:33])C)([CH3:29])C.C(#[N:38])C. No catalyst specified. The product is [ClH:17].[Cl:17][C:18]1[CH:19]=[C:20]([CH:23]=[C:24]([Cl:26])[CH:25]=1)[CH2:21][NH:22][C:9]1[CH:8]=[C:7]([N:38]2[CH2:33][CH2:31][NH:30][CH2:27][CH2:29]2)[CH:6]=[CH:11][C:10]=1[S:12]([CH3:15])(=[O:14])=[O:13]. The yield is 0.370. (7) The reactants are Cl[C:2]1[CH:7]=[C:6]([CH3:8])[NH:5][C:4](=[O:9])[C:3]=1[C:10]#[N:11].[CH2:12]([NH2:14])[CH3:13].Cl. The catalyst is CO. The product is [CH2:12]([NH:14][C:2]1[CH:7]=[C:6]([CH3:8])[NH:5][C:4](=[O:9])[C:3]=1[C:10]#[N:11])[CH3:13]. The yield is 0.622. (8) The product is [CH3:1][C:2]1[N:7]=[C:6]2[S:8][C:9]3[CH2:14][CH2:13][CH2:12][CH2:11][C:10]=3[C:5]2=[C:4]([O:15][C:16]2[CH:17]=[CH:18][CH:19]=[CH:20][CH:21]=2)[C:3]=1[CH:22]([O:27][C:28]([CH3:31])([CH3:30])[CH3:29])[C:23]([OH:25])=[O:24]. The reactants are [CH3:1][C:2]1[N:7]=[C:6]2[S:8][C:9]3[CH2:14][CH2:13][CH2:12][CH2:11][C:10]=3[C:5]2=[C:4]([O:15][C:16]2[CH:21]=[CH:20][CH:19]=[CH:18][CH:17]=2)[C:3]=1[CH:22]([O:27][C:28]([CH3:31])([CH3:30])[CH3:29])[C:23]([O:25]C)=[O:24].[OH-].[Na+]. The yield is 0.340. The catalyst is CO. (9) The reactants are [CH2:1]([O:3][C:4]1[C:5]([C:16](Cl)=[O:17])=[N:6][N:7]([C:9]2[CH:14]=[CH:13][C:12]([F:15])=[CH:11][CH:10]=2)[CH:8]=1)[CH3:2].[CH3:19][O:20][C:21]1[CH:22]=[C:23]2[C:28](=[CH:29][C:30]=1[O:31][CH3:32])[N:27]=[CH:26][CH:25]=[C:24]2[O:33][C:34]1[CH:40]=[CH:39][C:37]([NH2:38])=[CH:36][C:35]=1[F:41]. The catalyst is N1C=CC=CC=1.CCOC(C)=O. The product is [CH3:19][O:20][C:21]1[CH:22]=[C:23]2[C:28](=[CH:29][C:30]=1[O:31][CH3:32])[N:27]=[CH:26][CH:25]=[C:24]2[O:33][C:34]1[CH:40]=[CH:39][C:37]([NH:38][C:16]([C:5]2[C:4]([O:3][CH2:1][CH3:2])=[CH:8][N:7]([C:9]3[CH:14]=[CH:13][C:12]([F:15])=[CH:11][CH:10]=3)[N:6]=2)=[O:17])=[CH:36][C:35]=1[F:41]. The yield is 0.520. (10) The reactants are [S:1]1[CH:5]=[CH:4][CH:3]=[CH:2]1.C([Li])CCC.[Cl:11][C:12]1[CH:23]=[CH:22][C:15]([C:16](N(OC)C)=[O:17])=[CH:14][C:13]=1[S:24](=[O:27])(=[O:26])[NH2:25]. The catalyst is O1CCCC1. The product is [Cl:11][C:12]1[CH:23]=[CH:22][C:15]([C:16]([C:2]2[S:1][CH:5]=[CH:4][CH:3]=2)=[O:17])=[CH:14][C:13]=1[S:24]([NH2:25])(=[O:27])=[O:26]. The yield is 0.180.